Dataset: Forward reaction prediction with 1.9M reactions from USPTO patents (1976-2016). Task: Predict the product of the given reaction. (1) Given the reactants CS([C:5]1[N:10]=[C:9]([O:11][C:12]2[CH:13]=[N:14][CH:15]=[CH:16][CH:17]=2)[C:8]([C:18]2[CH:23]=[CH:22][C:21]([Cl:24])=[CH:20][CH:19]=2)=[C:7]([C:25]2[CH:30]=[CH:29][C:28]([Cl:31])=[CH:27][C:26]=2[Cl:32])[N:6]=1)(=O)=O.C([Li])CCC.[CH2:38]([OH:43])[C:39]([CH3:42])([CH3:41])[CH3:40], predict the reaction product. The product is: [CH3:40][C:39]([CH3:42])([CH3:41])[CH2:38][O:43][C:5]1[N:10]=[C:9]([O:11][C:12]2[CH:13]=[N:14][CH:15]=[CH:16][CH:17]=2)[C:8]([C:18]2[CH:23]=[CH:22][C:21]([Cl:24])=[CH:20][CH:19]=2)=[C:7]([C:25]2[CH:30]=[CH:29][C:28]([Cl:31])=[CH:27][C:26]=2[Cl:32])[N:6]=1. (2) The product is: [Br:23][C:24]1[CH:29]=[CH:28][C:27]([C@:30]23[C@H:37]([C:38]4[CH:39]=[CH:40][CH:41]=[CH:42][CH:43]=4)[CH2:36][C@@H:35]([OH:44])[C@@:34]2([OH:45])[C:33]2[C:46]([O:53][CH2:54][CH3:55])=[CH:47][C:48]([O:50][CH2:51][CH3:52])=[CH:49][C:32]=2[O:31]3)=[CH:26][CH:25]=1. Given the reactants C(O)(=O)C.C(O[BH-](OC(=O)C)OC(=O)C)(=O)C.C[N+](C)(C)C.[Br:23][C:24]1[CH:29]=[CH:28][C:27]([C@:30]23[C@H:37]([C:38]4[CH:43]=[CH:42][CH:41]=[CH:40][CH:39]=4)[CH2:36][C:35](=[O:44])[C@@:34]2([OH:45])[C:33]2[C:46]([O:53][CH2:54][CH3:55])=[CH:47][C:48]([O:50][CH2:51][CH3:52])=[CH:49][C:32]=2[O:31]3)=[CH:26][CH:25]=1.C(=O)(O)[O-].[Na+], predict the reaction product. (3) Given the reactants [O:1]1[C:5]2[CH:6]=[CH:7][C:8]([C:10]3([C:13]([OH:15])=O)[CH2:12][CH2:11]3)=[CH:9][C:4]=2[O:3][CH2:2]1.CN(C)C=O.[C:21]([C:25]1[NH:26][C:27]2[C:32]([CH:33]=1)=[CH:31][C:30]([NH2:34])=[CH:29][CH:28]=2)([CH3:24])([CH3:23])[CH3:22].C(N(CC)CC)C, predict the reaction product. The product is: [O:1]1[C:5]2[CH:6]=[CH:7][C:8]([C:10]3([C:13]([NH:34][C:30]4[CH:31]=[C:32]5[C:27](=[CH:28][CH:29]=4)[NH:26][C:25]([C:21]([CH3:24])([CH3:23])[CH3:22])=[CH:33]5)=[O:15])[CH2:11][CH2:12]3)=[CH:9][C:4]=2[O:3][CH2:2]1. (4) Given the reactants [CH3:1][C:2]1([CH3:16])[C:10]2[C:5](=[CH:6][C:7]([O:11][CH2:12]C(O)=O)=[CH:8][CH:9]=2)[CH2:4][CH2:3]1.Cl.CS(N)(=O)=O.Cl.C(N=C=NCCCN(C)C)C.C(N(CC)CC)C, predict the reaction product. The product is: [CH3:12][O:11][C:7]1[CH:6]=[C:5]2[C:10](=[CH:9][CH:8]=1)[C:2]([CH3:16])([CH3:1])[CH2:3][CH2:4]2. (5) Given the reactants Br[C:2]1[CH:8]=[CH:7][C:5]([NH2:6])=[CH:4][C:3]=1[O:9][CH3:10].[Cl:11][C:12]1[CH:17]=[CH:16][C:15](B(O)O)=[C:14]([CH3:21])[CH:13]=1.BrC1C=CC(N)=CC=1Cl.FC(F)(F)C1C=CC(B(O)O)=CC=1, predict the reaction product. The product is: [Cl:11][C:12]1[CH:17]=[CH:16][C:15]([C:2]2[CH:8]=[CH:7][C:5]([NH2:6])=[CH:4][C:3]=2[O:9][CH3:10])=[C:14]([CH3:21])[CH:13]=1. (6) Given the reactants FC(F)(F)S(O[C:7]1[CH:12]=[C:11]([CH3:13])[C:10]([CH:14]=[O:15])=[CH:9][C:8]=1[O:16][CH3:17])(=O)=O.CCOC(C)=O.[CH3:26][N:27](C=O)C, predict the reaction product. The product is: [CH:14]([C:10]1[C:11]([CH3:13])=[CH:12][C:7]([C:26]#[N:27])=[C:8]([O:16][CH3:17])[CH:9]=1)=[O:15]. (7) Given the reactants [NH2:1][C:2]1[N:3]=[CH:4][NH:5][C:6]=1[C:7]([NH2:9])=[O:8].[CH2:10]([C:14]1[NH:15][C:16]([Cl:21])=[C:17]([CH:19]=O)[N:18]=1)[CH2:11][CH2:12][CH3:13].[BH3-]C#N.[Na+].C(O)(=O)C, predict the reaction product. The product is: [CH2:10]([C:14]1[NH:18][C:17]([CH2:19][NH:1][C:2]2[N:3]=[CH:4][NH:5][C:6]=2[C:7]([NH2:9])=[O:8])=[C:16]([Cl:21])[N:15]=1)[CH2:11][CH2:12][CH3:13].